Dataset: Peptide-MHC class II binding affinity with 134,281 pairs from IEDB. Task: Regression. Given a peptide amino acid sequence and an MHC pseudo amino acid sequence, predict their binding affinity value. This is MHC class II binding data. (1) The peptide sequence is VVSRLLIPVPFDPPA. The MHC is HLA-DQA10201-DQB10202 with pseudo-sequence HLA-DQA10201-DQB10202. The binding affinity (normalized) is 0.0713. (2) The peptide sequence is CHTGVGPNMSCDDVV. The MHC is DRB5_0101 with pseudo-sequence DRB5_0101. The binding affinity (normalized) is 0.132. (3) The peptide sequence is RRVFHGVAKNPVVDG. The MHC is HLA-DQA10201-DQB10301 with pseudo-sequence HLA-DQA10201-DQB10301. The binding affinity (normalized) is 0.419. (4) The peptide sequence is EKKYFAATQFEALAA. The MHC is HLA-DQA10101-DQB10501 with pseudo-sequence HLA-DQA10101-DQB10501. The binding affinity (normalized) is 0.421. (5) The peptide sequence is SQDLELSWVLNGLQAY. The MHC is DRB1_0802 with pseudo-sequence DRB1_0802. The binding affinity (normalized) is 0.264.